From a dataset of Retrosynthesis with 50K atom-mapped reactions and 10 reaction types from USPTO. Predict the reactants needed to synthesize the given product. (1) The reactants are: COc1ccc2ncc(Cl)c(CCN3CC[C@H](NC(=O)OC(C)(C)C)[C@H](O)C3)c2c1. Given the product C1COCCO1, predict the reactants needed to synthesize it. (2) The reactants are: CC(C)C[C@@H]1NC[C@H](C(C)C)NC1=O.O=C(O)[C@@H]1C[C@H]1c1ccc(F)c(F)c1. Given the product CC(C)C[C@H]1C(=O)N[C@@H](C(C)C)CN1C(=O)[C@@H]1C[C@H]1c1ccc(F)c(F)c1, predict the reactants needed to synthesize it. (3) Given the product CS(=O)(=O)Nc1cc(-c2ccc3nccc(C4CCOCC4)c3c2)cnc1Cl, predict the reactants needed to synthesize it. The reactants are: CS(=O)(=O)Nc1cc(-c2ccc3nccc(C4=CCOCC4)c3c2)cnc1Cl. (4) Given the product Nc1nccc2c1nc(Sc1cc3c(cc1Br)OCO3)n2CCc1ccccc1Cl, predict the reactants needed to synthesize it. The reactants are: Clc1ccccc1CCBr.Nc1nccc2[nH]c(Sc3cc4c(cc3Br)OCO4)nc12. (5) Given the product CC(C)Nc1cncnc1N1CCN(C(=O)OC(C)(C)C)CC1, predict the reactants needed to synthesize it. The reactants are: CC(C)(C)OC(=O)N1CCN(c2ncncc2N)CC1.CC(C)=O. (6) Given the product CCOC(=O)c1ccc(OC)c(OCCc2ccc(Cl)cc2Cl)c1, predict the reactants needed to synthesize it. The reactants are: CCOC(=O)c1ccc(OC)c(O)c1.OCCc1ccc(Cl)cc1Cl. (7) Given the product Nc1ccc(N2CCC(=O)CC2)cc1, predict the reactants needed to synthesize it. The reactants are: O=C1CCN(c2ccc([N+](=O)[O-])cc2)CC1. (8) Given the product COC(=O)c1ccc(-c2ccccc2)cc1NC(=O)c1cc(OCCN2CCC2)ccc1OCc1ccccc1, predict the reactants needed to synthesize it. The reactants are: C1CNC1.COC(=O)c1ccc(-c2ccccc2)cc1NC(=O)c1cc(OCCBr)ccc1OCc1ccccc1. (9) Given the product CC(O)(c1ccccc1)c1cccc(-c2cccc(-c3cc(C(C)(C)S(C)(=O)=O)cc4cccnc34)c2)c1, predict the reactants needed to synthesize it. The reactants are: CC(=O)c1cccc(-c2cccc(-c3cc(C(C)(C)S(C)(=O)=O)cc4cccnc34)c2)c1.[Mg+]c1ccccc1. (10) Given the product CCOC(=O)c1ccc(C(c2ccc(F)cc2)c2ccc(F)cc2)s1, predict the reactants needed to synthesize it. The reactants are: CCOC(=O)c1ccc(C(O)(c2ccc(F)cc2)c2ccc(F)cc2)s1.